Dataset: Forward reaction prediction with 1.9M reactions from USPTO patents (1976-2016). Task: Predict the product of the given reaction. (1) Given the reactants [C:1]1([B:7]([OH:9])[OH:8])[CH:6]=[CH:5][CH:4]=[CH:3][CH:2]=1.[N+:10]([O-])([OH:12])=[O:11].C(Cl)Cl.CCO, predict the reaction product. The product is: [N+:10]([C:2]1[CH:3]=[CH:4][CH:5]=[CH:6][C:1]=1[B:7]([OH:9])[OH:8])([O-:12])=[O:11]. (2) Given the reactants [Cl:1][C:2]1[CH:3]=[C:4]([CH:9]([CH2:21][CH:22]=O)[CH2:10][N:11]([CH3:20])[C:12](=[O:19])[C:13]2[CH:18]=[CH:17][CH:16]=[CH:15][CH:14]=2)[CH:5]=[CH:6][C:7]=1[Cl:8].[O:24]=[C:25]1[N:29]([CH:30]2[CH2:35][CH2:34][NH:33][CH2:32][CH2:31]2)[CH2:28][CH2:27][O:26]1.C(O)(=O)C.C([BH3-])#N.[Na+], predict the reaction product. The product is: [ClH:1].[Cl:1][C:2]1[CH:3]=[C:4]([CH:9]([CH2:21][CH2:22][N:33]2[CH2:32][CH2:31][CH:30]([N:29]3[CH2:28][CH2:27][O:26][C:25]3=[O:24])[CH2:35][CH2:34]2)[CH2:10][N:11]([CH3:20])[C:12](=[O:19])[C:13]2[CH:14]=[CH:15][CH:16]=[CH:17][CH:18]=2)[CH:5]=[CH:6][C:7]=1[Cl:8].